From a dataset of Peptide-MHC class I binding affinity with 185,985 pairs from IEDB/IMGT. Regression. Given a peptide amino acid sequence and an MHC pseudo amino acid sequence, predict their binding affinity value. This is MHC class I binding data. The peptide sequence is TSDINRTAV. The MHC is H-2-Db with pseudo-sequence H-2-Db. The binding affinity (normalized) is 0.361.